From a dataset of Forward reaction prediction with 1.9M reactions from USPTO patents (1976-2016). Predict the product of the given reaction. (1) Given the reactants [Cl:1][C:2]1[CH:3]=[C:4]([CH:8]=[C:9]([Cl:12])[C:10]=1[OH:11])[C:5](O)=[O:6].O=S(Cl)[Cl:15], predict the reaction product. The product is: [Cl:1][C:2]1[CH:3]=[C:4]([CH:8]=[C:9]([Cl:12])[C:10]=1[OH:11])[C:5]([Cl:15])=[O:6]. (2) Given the reactants IC.[C:3](=O)([O-])[O-].[K+].[K+].[C:9]([O:13][C:14]([N:16]([CH3:26])[C@H:17]([C:22]([NH:24][CH3:25])=[O:23])[C:18](=[O:21])[O:19][CH3:20])=[O:15])([CH3:12])([CH3:11])[CH3:10], predict the reaction product. The product is: [C:9]([O:13][C:14]([N:16]([CH3:26])[C@:17]([CH3:3])([C:22]([NH:24][CH3:25])=[O:23])[C:18](=[O:21])[O:19][CH3:20])=[O:15])([CH3:11])([CH3:10])[CH3:12]. (3) Given the reactants [N+:1]([C:4]1[CH:34]=[CH:33][C:7]([O:8][C:9]([CH2:11][O:12][C:13](=[O:32])[CH2:14][CH2:15][C:16]([O:18][CH2:19][C:20]([O:22][C:23]2[CH:28]=[CH:27][C:26]([N+:29]([O-])=O)=[CH:25][CH:24]=2)=[O:21])=[O:17])=[O:10])=[CH:6][CH:5]=1)([O-])=O, predict the reaction product. The product is: [NH2:29][C:26]1[CH:25]=[CH:24][C:23]([O:22][C:20]([CH2:19][O:18][C:16](=[O:17])[CH2:15][CH2:14][C:13]([O:12][CH2:11][C:9]([O:8][C:7]2[CH:6]=[CH:5][C:4]([NH2:1])=[CH:34][CH:33]=2)=[O:10])=[O:32])=[O:21])=[CH:28][CH:27]=1. (4) Given the reactants [Br:1][C:2]1[CH:3]=[C:4]2[C:9](=[CH:10][CH:11]=1)[N:8]=[CH:7][N:6]([CH2:12][CH:13]([OH:16])[CH2:14][OH:15])[C:5]2=[O:17].[C:18]1(C)[CH:23]=CC(S(O)(=O)=O)=C[CH:19]=1, predict the reaction product. The product is: [Br:1][C:2]1[CH:3]=[C:4]2[C:9](=[CH:10][CH:11]=1)[N:8]=[CH:7][N:6]([CH2:12][CH:13]1[CH2:14][O:15][C:18]([CH3:23])([CH3:19])[O:16]1)[C:5]2=[O:17]. (5) Given the reactants [NH2:1][C:2]1[CH:3]=[CH:4][C:5]2[N:10]([CH3:11])[C:9](=[O:12])[O:8][C:7]([CH2:15][CH3:16])([CH2:13][CH3:14])[C:6]=2[CH:17]=1.Br[C:19]1[CH:26]=[CH:25][C:22]([C:23]#[N:24])=[C:21]([F:27])[CH:20]=1, predict the reaction product. The product is: [CH2:13]([C:7]1([CH2:15][CH3:16])[C:6]2[CH:17]=[C:2]([NH:1][C:19]3[CH:26]=[CH:25][C:22]([C:23]#[N:24])=[C:21]([F:27])[CH:20]=3)[CH:3]=[CH:4][C:5]=2[N:10]([CH3:11])[C:9](=[O:12])[O:8]1)[CH3:14]. (6) Given the reactants [F:1][C:2]1[C:7]([O:8][CH3:9])=[CH:6][C:5]([O:10][CH3:11])=[C:4]([F:12])[C:3]=1[C:13]#[C:14][C:15]1[CH:16]=[N:17][C:18]([NH2:21])=[N:19][CH:20]=1.CO, predict the reaction product. The product is: [F:12][C:4]1[C:5]([O:10][CH3:11])=[CH:6][C:7]([O:8][CH3:9])=[C:2]([F:1])[C:3]=1[CH2:13][CH2:14][C:15]1[CH:20]=[N:19][C:18]([NH2:21])=[N:17][CH:16]=1. (7) Given the reactants [Br:1][C:2]1[CH:7]=[CH:6][CH:5]=[C:4]([Cl:8])[C:3]=1[CH2:9][CH2:10][C:11]([O:13]CC)=O.[C-:16]#[N:17].[Na+].CN, predict the reaction product. The product is: [Br:1][C:2]1[CH:7]=[CH:6][CH:5]=[C:4]([Cl:8])[C:3]=1[CH2:9][CH2:10][C:11]([NH:17][CH3:16])=[O:13].